Dataset: Forward reaction prediction with 1.9M reactions from USPTO patents (1976-2016). Task: Predict the product of the given reaction. (1) Given the reactants [CH2:1]([CH:3]1[N:12]2[C:7](=[CH:8][C:9](=[O:18])[C:10]([C:13]([O:15][CH2:16][CH3:17])=[O:14])=[CH:11]2)[C:6]2[CH:19]=[C:20]([O:24][CH3:25])[C:21]([OH:23])=[CH:22][C:5]=2[CH2:4]1)[CH3:2].Br[CH2:27][CH2:28][S:29][CH3:30].C([O-])([O-])=O.[K+].[K+], predict the reaction product. The product is: [CH2:1]([CH:3]1[N:12]2[C:7](=[CH:8][C:9](=[O:18])[C:10]([C:13]([O:15][CH2:16][CH3:17])=[O:14])=[CH:11]2)[C:6]2[CH:19]=[C:20]([O:24][CH3:25])[C:21]([O:23][CH2:27][CH2:28][S:29][CH3:30])=[CH:22][C:5]=2[CH2:4]1)[CH3:2]. (2) Given the reactants [CH2:1]([C@@H:8]1[NH:13][CH2:12][CH2:11][N:10]([C:14]2[CH:19]=[CH:18][C:17]([O:20][CH3:21])=[C:16]([O:22][CH:23]3[CH2:26][CH2:25][CH2:24]3)[CH:15]=2)[CH2:9]1)[C:2]1[CH:7]=[CH:6][CH:5]=[CH:4][CH:3]=1.C[O:28][C:29](=O)[CH2:30][C:31]1[CH:32]=[N:33][N:34]([CH3:36])[CH:35]=1, predict the reaction product. The product is: [CH2:1]([C@H:8]1[CH2:9][N:10]([C:14]2[CH:19]=[CH:18][C:17]([O:20][CH3:21])=[C:16]([O:22][CH:23]3[CH2:26][CH2:25][CH2:24]3)[CH:15]=2)[CH2:11][CH2:12][N:13]1[C:29](=[O:28])[CH2:30][C:31]1[CH:32]=[N:33][N:34]([CH3:36])[CH:35]=1)[C:2]1[CH:3]=[CH:4][CH:5]=[CH:6][CH:7]=1. (3) Given the reactants [NH:1]1[C:11]2[C:6](=[CH:7][CH:8]=[CH:9][CH:10]=2)[C:4](=[O:5])[C:2]1=[O:3].[H-].[Na+].Br[CH2:15][C:16]1[O:17][C:18]([C:21]([F:24])([F:23])[F:22])=[CH:19][CH:20]=1, predict the reaction product. The product is: [F:22][C:21]([F:24])([F:23])[C:18]1[O:17][C:16]([CH2:15][N:1]2[C:11]3[C:6](=[CH:7][CH:8]=[CH:9][CH:10]=3)[C:4](=[O:5])[C:2]2=[O:3])=[CH:20][CH:19]=1. (4) Given the reactants [OH:1][C:2]1[C:7]2[N:8]([CH2:12][CH2:13][O:14][CH3:15])[C:9]([CH3:11])=[N:10][C:6]=2[CH:5]=[C:4]([C:16]([O:18][CH3:19])=[O:17])[C:3]=1[CH2:20][CH2:21][C:22](=[O:29])[C:23]1[CH:28]=[CH:27][CH:26]=[CH:25][CH:24]=1.[BH4-].[Na+], predict the reaction product. The product is: [OH:1][C:2]1[C:7]2[N:8]([CH2:12][CH2:13][O:14][CH3:15])[C:9]([CH3:11])=[N:10][C:6]=2[CH:5]=[C:4]([C:16]([O:18][CH3:19])=[O:17])[C:3]=1[CH2:20][CH2:21][CH:22]([OH:29])[C:23]1[CH:28]=[CH:27][CH:26]=[CH:25][CH:24]=1. (5) Given the reactants [Br:1][C:2]1[CH:3]=[CH:4]/[C:5](=[N:8]/[S:9]([C:12]2[CH:17]=[CH:16][C:15]([CH3:18])=[CH:14][CH:13]=2)(=[O:11])=[O:10])/[NH:6][CH:7]=1.CCN(C(C)C)C(C)C.Br[CH2:29][C:30]([NH2:32])=[O:31].O, predict the reaction product. The product is: [Br:1][C:2]1[CH:3]=[CH:4]/[C:5](=[N:8]/[S:9]([C:12]2[CH:17]=[CH:16][C:15]([CH3:18])=[CH:14][CH:13]=2)(=[O:11])=[O:10])/[N:6]([CH2:29][C:30]([NH2:32])=[O:31])[CH:7]=1. (6) Given the reactants [C:1]1([C:7]2[S:11][C:10]([C:12]3[CH:13]=[C:14]4[C:18](=[CH:19][CH:20]=3)[NH:17][C:16](=[O:21])[CH2:15]4)=[CH:9][CH:8]=2)[CH:6]=[CH:5][CH:4]=[CH:3][CH:2]=1.[CH2:22]([N:24]([CH2:39][CH3:40])[CH2:25][CH2:26][NH:27][C:28]([C:30]1[C:34]([CH3:35])=[C:33]([CH:36]=O)[NH:32][C:31]=1[CH3:38])=[O:29])[CH3:23].N1CCCCC1, predict the reaction product. The product is: [CH2:39]([N:24]([CH2:22][CH3:23])[CH2:25][CH2:26][NH:27][C:28]([C:30]1[C:34]([CH3:35])=[C:33](/[CH:36]=[C:15]2\[C:16](=[O:21])[NH:17][C:18]3[C:14]\2=[CH:13][C:12]([C:10]2[S:11][C:7]([C:1]4[CH:2]=[CH:3][CH:4]=[CH:5][CH:6]=4)=[CH:8][CH:9]=2)=[CH:20][CH:19]=3)[NH:32][C:31]=1[CH3:38])=[O:29])[CH3:40]. (7) Given the reactants [C:1]([N:9]1[CH2:14][CH2:13][N:12](C(OC(C)(C)C)=O)[CH2:11][C@@H:10]1[CH3:22])(=[O:8])[C:2]1[CH:7]=[CH:6][CH:5]=[CH:4][CH:3]=1.FC(F)(F)C(O)=O, predict the reaction product. The product is: [CH3:22][C@H:10]1[CH2:11][NH:12][CH2:13][CH2:14][N:9]1[C:1]([C:2]1[CH:7]=[CH:6][CH:5]=[CH:4][CH:3]=1)=[O:8]. (8) Given the reactants [CH3:1][C@@H:2]1[CH2:7][NH:6][CH2:5][CH2:4][NH:3]1.Cl[C:9]1[N:10]([CH2:31][C:32]([F:35])([F:34])[F:33])[C:11]2[C:16]([N:17]=1)=[C:15]([N:18]1[CH2:23][CH2:22][O:21][CH2:20][CH2:19]1)[N:14]=[C:13]([C:24]1[CH:25]=[N:26][C:27]([NH2:30])=[N:28][CH:29]=1)[N:12]=2.CN1CC[CH2:39][C:38]1=[O:42], predict the reaction product. The product is: [C:38]([N:3]1[CH2:4][CH2:5][N:6]([C:9]2[N:10]([CH2:31][C:32]([F:35])([F:34])[F:33])[C:11]3[C:16]([N:17]=2)=[C:15]([N:18]2[CH2:23][CH2:22][O:21][CH2:20][CH2:19]2)[N:14]=[C:13]([C:24]2[CH:25]=[N:26][C:27]([NH2:30])=[N:28][CH:29]=2)[N:12]=3)[CH2:7][C@H:2]1[CH3:1])(=[O:42])[CH3:39]. (9) Given the reactants C([O:3][C:4]([C:6]1[C:7](=[O:36])[C:8]2[CH:13]=[N:12][C:11]([NH:14][C:15]3[CH:20]=[CH:19][CH:18]=[C:17]([CH2:21][N:22]([CH3:24])[CH3:23])[CH:16]=3)=[N:10][C:9]=2[N:25]([C:27]2[CH:28]=[C:29]3[C:33](=[CH:34][CH:35]=2)[CH2:32][CH2:31][CH2:30]3)[CH:26]=1)=O)C.[CH2:37]([NH2:39])C, predict the reaction product. The product is: [CH3:37][NH:39][C:4]([C:6]1[C:7](=[O:36])[C:8]2[CH:13]=[N:12][C:11]([NH:14][C:15]3[CH:20]=[CH:19][CH:18]=[C:17]([CH2:21][N:22]([CH3:23])[CH3:24])[CH:16]=3)=[N:10][C:9]=2[N:25]([C:27]2[CH:28]=[C:29]3[C:33](=[CH:34][CH:35]=2)[CH2:32][CH2:31][CH2:30]3)[CH:26]=1)=[O:3].